This data is from Catalyst prediction with 721,799 reactions and 888 catalyst types from USPTO. The task is: Predict which catalyst facilitates the given reaction. (1) Reactant: [CH3:1][O:2][C:3]1[CH:8]=[CH:7][C:6]([N:9]2[CH2:14][CH2:13][N:12]([C:15]3[S:16][C:17]([CH2:26][CH2:27][C:28]([O:30]C)=[O:29])=[C:18]([C:20]4[CH:25]=[CH:24][CH:23]=[CH:22][CH:21]=4)[N:19]=3)[CH2:11][CH2:10]2)=[CH:5][CH:4]=1.[OH-].[Li+]. Product: [CH3:1][O:2][C:3]1[CH:8]=[CH:7][C:6]([N:9]2[CH2:10][CH2:11][N:12]([C:15]3[S:16][C:17]([CH2:26][CH2:27][C:28]([OH:30])=[O:29])=[C:18]([C:20]4[CH:25]=[CH:24][CH:23]=[CH:22][CH:21]=4)[N:19]=3)[CH2:13][CH2:14]2)=[CH:5][CH:4]=1. The catalyst class is: 97. (2) Reactant: [F:1][C:2]1[CH:7]=[CH:6][C:5]([C:8]2[CH:17]=[C:16]3[C:11]([CH:12]=[C:13]([S:18](CCC(OC)=O)(=[O:20])=[O:19])[CH:14]=[N:15]3)=[CH:10][CH:9]=2)=[CH:4][CH:3]=1.CO.C[O-].[Na+:31]. Product: [F:1][C:2]1[CH:3]=[CH:4][C:5]([C:8]2[CH:17]=[C:16]3[C:11]([CH:12]=[C:13]([S:18]([O-:20])=[O:19])[CH:14]=[N:15]3)=[CH:10][CH:9]=2)=[CH:6][CH:7]=1.[Na+:31]. The catalyst class is: 7. (3) Reactant: [Br:1][C:2]1[CH:12]=[C:6]([C:7]([O:9][CH2:10][CH3:11])=[O:8])[C:5]([OH:13])=[CH:4][CH:3]=1.Cl[C:15]1[C:24]2[C:19](=[CH:20][C:21]([O:27][CH3:28])=[C:22]([O:25][CH3:26])[CH:23]=2)[N:18]=[CH:17][CH:16]=1. Product: [Br:1][C:2]1[CH:3]=[CH:4][C:5]([O:13][C:15]2[C:24]3[C:19](=[CH:20][C:21]([O:27][CH3:28])=[C:22]([O:25][CH3:26])[CH:23]=3)[N:18]=[CH:17][CH:16]=2)=[C:6]([CH:12]=1)[C:7]([O:9][CH2:10][CH3:11])=[O:8]. The catalyst class is: 420. (4) Reactant: [NH2:1][C:2]1[N:7]=[C:6]([Cl:8])[C:5]([CH:9]=[O:10])=[C:4](Cl)[N:3]=1.C(N(CC)CC)C.[C:19]([O:23][CH3:24])(=[O:22])[CH2:20][SH:21]. Product: [CH3:24][O:23][C:19](=[O:22])[CH2:20][S:21][C:4]1[C:5]([CH:9]=[O:10])=[C:6]([Cl:8])[N:7]=[C:2]([NH2:1])[N:3]=1. The catalyst class is: 38. (5) Reactant: [CH3:1][O:2][CH2:3][CH2:4][O:5][C:6]1[CH:30]=[CH:29][C:9]([C:10]([NH:12][C:13]2[S:17][C:16]([NH:18][C:19]3[CH:24]=[CH:23][N:22]=[C:21]([F:25])[CH:20]=3)=[N:15][C:14]=2[C:26]([NH2:28])=[O:27])=[O:11])=[CH:8][C:7]=1[N+:31]([O-])=O. Product: [NH2:31][C:7]1[CH:8]=[C:9]([CH:29]=[CH:30][C:6]=1[O:5][CH2:4][CH2:3][O:2][CH3:1])[C:10]([NH:12][C:13]1[S:17][C:16]([NH:18][C:19]2[CH:24]=[CH:23][N:22]=[C:21]([F:25])[CH:20]=2)=[N:15][C:14]=1[C:26]([NH2:28])=[O:27])=[O:11]. The catalyst class is: 358. (6) Reactant: [NH2:1][C:2]1[N:7]=[CH:6][N:5]=[C:4]2[N:8]([CH3:27])[N:9]=[C:10]([C:11]3[CH:12]=[C:13]4[C:17](=[CH:18][CH:19]=3)[N:16](C(OC(C)(C)C)=O)[CH2:15][CH2:14]4)[C:3]=12.Cl. Product: [NH:16]1[C:17]2[C:13](=[CH:12][C:11]([C:10]3[C:3]4[C:4](=[N:5][CH:6]=[N:7][C:2]=4[NH2:1])[N:8]([CH3:27])[N:9]=3)=[CH:19][CH:18]=2)[CH2:14][CH2:15]1. The catalyst class is: 12. (7) Reactant: [CH3:1][O:2][C:3](=[O:14])[C:4]1[CH:9]=[C:8]([F:10])[C:7]([F:11])=[C:6]([OH:12])[C:5]=1[F:13].[H-].[Na+].Br[CH2:18][C:19]([O:21][C:22]([CH3:25])([CH3:24])[CH3:23])=[O:20].[Cl-].[NH4+]. Product: [CH3:1][O:2][C:3](=[O:14])[C:4]1[CH:9]=[C:8]([F:10])[C:7]([F:11])=[C:6]([O:12][CH2:18][C:19]([O:21][C:22]([CH3:25])([CH3:24])[CH3:23])=[O:20])[C:5]=1[F:13]. The catalyst class is: 9. (8) Reactant: [OH-].[Na+].[Cl:3][C:4]1[C:9]([O:10][CH3:11])=[C:8]([CH2:12][N:13]2[CH2:16][C:15]3([CH2:20][C:19]([N:21]4[CH2:26][CH2:25][C:24]([CH2:32][CH3:33])([C:27]([O:29]CC)=[O:28])[CH2:23][CH2:22]4)=[N:18][O:17]3)[CH2:14]2)[CH:7]=[C:6]([CH:34]2[CH2:36][CH2:35]2)[C:5]=1[C:37]1[CH:42]=[CH:41][C:40]([F:43])=[CH:39][C:38]=1[F:44]. Product: [Cl:3][C:4]1[C:9]([O:10][CH3:11])=[C:8]([CH2:12][N:13]2[CH2:14][C:15]3([CH2:20][C:19]([N:21]4[CH2:22][CH2:23][C:24]([CH2:32][CH3:33])([C:27]([OH:29])=[O:28])[CH2:25][CH2:26]4)=[N:18][O:17]3)[CH2:16]2)[CH:7]=[C:6]([CH:34]2[CH2:36][CH2:35]2)[C:5]=1[C:37]1[CH:42]=[CH:41][C:40]([F:43])=[CH:39][C:38]=1[F:44]. The catalyst class is: 8. (9) Reactant: [Cl:1][C:2]1[CH:7]=[C:6]([N+:8]([O-:10])=[O:9])[CH:5]=[CH:4][C:3]=1[C:11]([CH3:15])([CH3:14])[CH2:12][NH2:13].[CH3:16][N:17]1[C:25]2[C:20](=[CH:21][CH:22]=[CH:23][CH:24]=2)[C:19]([C:26](O)=[O:27])=[N:18]1.C1C=CC2N(O)N=NC=2C=1.C(Cl)CCl. Product: [Cl:1][C:2]1[CH:7]=[C:6]([N+:8]([O-:10])=[O:9])[CH:5]=[CH:4][C:3]=1[C:11]([CH3:15])([CH3:14])[CH2:12][NH:13][C:26]([C:19]1[C:20]2[C:25](=[CH:24][CH:23]=[CH:22][CH:21]=2)[N:17]([CH3:16])[N:18]=1)=[O:27]. The catalyst class is: 2. (10) Product: [NH2:18][C:15]1[CH:16]=[C:17]2[C:12]([CH2:11][CH2:10][CH2:9][N:8]2[C:6]([O:5][C:1]([CH3:4])([CH3:3])[CH3:2])=[O:7])=[CH:13][CH:14]=1. The catalyst class is: 19. Reactant: [C:1]([O:5][C:6]([N:8]1[C:17]2[C:12](=[CH:13][CH:14]=[C:15]([N+:18]([O-])=O)[CH:16]=2)[CH2:11][CH2:10][CH2:9]1)=[O:7])([CH3:4])([CH3:3])[CH3:2].